Predict the reaction yield, written as a fraction of the theoretical maximum amount of product (1.0 means a 100% yield; for example, 0.34 means a 34% yield). From a dataset of Reaction yield outcomes from USPTO patents with 853,638 reactions. (1) The reactants are [F:1][C:2]1[CH:7]=[CH:6][CH:5]=[C:4]([F:8])[C:3]=1[C:9]1[N:14]=[C:13]([C:15]([NH:17][C:18]2[CH:19]=[N:20][CH:21]=[CH:22][C:23]=2[C@H:24]2[CH2:29][C@@H:28]([NH:30]C(=O)OC(C)(C)C)[C@H:27]([OH:38])[C@@H:26]([CH3:39])[CH2:25]2)=[O:16])[CH:12]=[CH:11][C:10]=1[F:40].[CH3:41][S:42](Cl)(=[O:44])=[O:43]. The catalyst is C(Cl)Cl. The product is [CH3:41][S:42]([O:38][C@@H:27]1[C@@H:26]([CH3:39])[CH2:25][C@@H:24]([C:23]2[CH:22]=[CH:21][N:20]=[CH:19][C:18]=2[NH:17][C:15](=[O:16])[C:13]2[CH:12]=[CH:11][C:10]([F:40])=[C:9]([C:3]3[C:2]([F:1])=[CH:7][CH:6]=[CH:5][C:4]=3[F:8])[N:14]=2)[CH2:29][C@H:28]1[NH2:30])(=[O:44])=[O:43]. The yield is 0.310. (2) The reactants are Cl[CH2:2][C:3]1[N:7]([CH3:8])[N:6]=[C:5]([C:9]2[CH:14]=[CH:13][C:12]([O:15][C:16]([F:19])([F:18])[F:17])=[CH:11][CH:10]=2)[CH:4]=1.C(=O)(O)[O-].[Na+].C(OCC)(=O)C.[C:31](#[N:33])C. The catalyst is [C-]#N.C([N+](CCCC)(CCCC)CCCC)CCC. The product is [CH3:8][N:7]1[C:3]([CH2:2][C:31]#[N:33])=[CH:4][C:5]([C:9]2[CH:14]=[CH:13][C:12]([O:15][C:16]([F:19])([F:18])[F:17])=[CH:11][CH:10]=2)=[N:6]1. The yield is 0.610. (3) The reactants are [C:1]([OH:6])(=[O:5])[C:2]([CH3:4])=[CH2:3].[CH2:7]([O:11][CH2:12][C:13]1[O:17][CH:16]=[CH:15][CH:14]=1)[CH:8]1[O:10][CH2:9]1. The catalyst is CCOCC. The product is [C:1]([O:6][CH2:9][CH:8]([OH:10])[CH2:7][O:11][CH2:12][C:13]1[O:17][CH:16]=[CH:15][CH:14]=1)(=[O:5])[C:2]([CH3:4])=[CH2:3]. The yield is 0.948. (4) The reactants are C(=O)([O-])[O-].[Cs+].[Cs+].[CH3:7][C:8]1[CH:9]=[C:10]([OH:17])[CH:11]=[CH:12][C:13]=1[N+:14]([O-:16])=[O:15].S(O[CH2:29][CH:30]1[CH2:35][CH2:34][N:33]([C:36]([O:38][C:39]([CH3:42])([CH3:41])[CH3:40])=[O:37])[CH2:32][CH2:31]1)(C1C=CC(C)=CC=1)(=O)=O. The catalyst is CC(N(C)C)=O. The product is [CH3:7][C:8]1[CH:9]=[C:10]([CH:11]=[CH:12][C:13]=1[N+:14]([O-:16])=[O:15])[O:17][CH2:29][CH:30]1[CH2:35][CH2:34][N:33]([C:36]([O:38][C:39]([CH3:40])([CH3:42])[CH3:41])=[O:37])[CH2:32][CH2:31]1. The yield is 0.780. (5) The reactants are S(Cl)([Cl:3])=O.O[C:6]1[C:15]2[C:10](=[CH:11][C:12]([F:17])=[C:13]([I:16])[CH:14]=2)[N:9]=[CH:8][N:7]=1. The catalyst is CN(C)C=O. The product is [ClH:3].[Cl:3][C:6]1[C:15]2[C:10](=[CH:11][C:12]([F:17])=[C:13]([I:16])[CH:14]=2)[N:9]=[CH:8][N:7]=1. The yield is 0.670. (6) The catalyst is O1CCCC1. The yield is 0.850. The product is [Br:19][C:20]1[CH:27]=[CH:26][C:23]([CH2:24][C:10]([CH3:18])([CH3:9])[C:11]([O:13][C:14]([CH3:17])([CH3:16])[CH3:15])=[O:12])=[CH:22][CH:21]=1. The reactants are C([N-]C(C)C)(C)C.[Li+].[CH3:9][CH:10]([CH3:18])[C:11]([O:13][C:14]([CH3:17])([CH3:16])[CH3:15])=[O:12].[Br:19][C:20]1[CH:27]=[CH:26][C:23]([CH2:24]Br)=[CH:22][CH:21]=1.Cl.